The task is: Predict the product of the given reaction.. This data is from Forward reaction prediction with 1.9M reactions from USPTO patents (1976-2016). (1) Given the reactants [F:1][C:2]1[CH:7]=[CH:6][C:5]([N:8]2[C:12](=[O:13])[CH:11]=[C:10]([CH2:14][CH2:15][C:16]3[CH:21]=[CH:20][C:19]([F:22])=[CH:18][CH:17]=3)[N:9]2[CH3:23])=[CH:4][CH:3]=1.[Br:24]N1C(=O)CCC1=O, predict the reaction product. The product is: [Br:24][C:11]1[C:12](=[O:13])[N:8]([C:5]2[CH:4]=[CH:3][C:2]([F:1])=[CH:7][CH:6]=2)[N:9]([CH3:23])[C:10]=1[CH2:14][CH2:15][C:16]1[CH:17]=[CH:18][C:19]([F:22])=[CH:20][CH:21]=1. (2) Given the reactants [Cl:1][C:2]1[CH:7]=[CH:6][C:5]([C:8]2[N:12]([C:13]3[CH:18]=[CH:17][C:16]([Cl:19])=[CH:15][C:14]=3[Cl:20])[N:11]=[C:10]([C:21](O)=O)[CH:9]=2)=[CH:4][CH:3]=1.[CH3:24][C:25]([NH:30][CH3:31])([CH3:29])[C:26]([NH2:28])=[O:27], predict the reaction product. The product is: [Cl:1][C:2]1[CH:3]=[CH:4][C:5]([C:8]2[N:12]([C:13]3[CH:18]=[CH:17][C:16]([Cl:19])=[CH:15][C:14]=3[Cl:20])[N:11]=[C:10]([C:21]3[N:30]([CH3:31])[C:25]([CH3:29])([CH3:24])[C:26](=[O:27])[N:28]=3)[CH:9]=2)=[CH:6][CH:7]=1.